From a dataset of Forward reaction prediction with 1.9M reactions from USPTO patents (1976-2016). Predict the product of the given reaction. (1) Given the reactants [CH3:1][C:2]1[CH:3]=[CH:4][C:5]2[C:13](=[O:14])[N:8]3[CH2:9][CH2:10][NH:11][CH2:12][CH:7]3[C:6]=2[N:15]=1.[Br:16][C:17]1[CH:22]=[C:21]([C:23]([F:26])([F:25])[F:24])[CH:20]=[CH:19][C:18]=1[S:27](Cl)(=[O:29])=[O:28], predict the reaction product. The product is: [Br:16][C:17]1[CH:22]=[C:21]([C:23]([F:25])([F:24])[F:26])[CH:20]=[CH:19][C:18]=1[S:27]([N:11]1[CH2:10][CH2:9][N:8]2[C:13](=[O:14])[C:5]3[CH:4]=[CH:3][C:2]([CH3:1])=[N:15][C:6]=3[CH:7]2[CH2:12]1)(=[O:29])=[O:28]. (2) Given the reactants [Br:1][C:2]1[CH:3]=[C:4]2[C:8](=[CH:9][CH:10]=1)[N:7]([C:11]([O:13][C:14]([CH3:17])([CH3:16])[CH3:15])=[O:12])[N:6]=[C:5]2I.[F:19][C:20]1[CH:25]=[CH:24][C:23](B(O)O)=[CH:22][CH:21]=1.C1(C)C=CC=CC=1.C([O-])([O-])=O.[Na+].[Na+], predict the reaction product. The product is: [Br:1][C:2]1[CH:3]=[C:4]2[C:8](=[CH:9][CH:10]=1)[N:7]([C:11]([O:13][C:14]([CH3:17])([CH3:16])[CH3:15])=[O:12])[N:6]=[C:5]2[C:23]1[CH:24]=[CH:25][C:20]([F:19])=[CH:21][CH:22]=1. (3) Given the reactants [Br:1][C:2]1[C:3]([CH3:15])=[CH:4][C:5]([NH:8][C:9](=[O:14])[C:10]([CH3:13])([CH3:12])[CH3:11])=[N:6][CH:7]=1.C(NC(C)C)(C)C.[Li].[CH2:24]=[O:25], predict the reaction product. The product is: [Br:1][C:2]1[C:3]([CH2:15][CH2:24][OH:25])=[CH:4][C:5]([NH:8][C:9](=[O:14])[C:10]([CH3:11])([CH3:12])[CH3:13])=[N:6][CH:7]=1. (4) Given the reactants C(OC([C:7]1([CH2:22][C:23]2[CH:28]=[C:27]([F:29])[C:26]([NH:30][C:31]([O:33][CH2:34][C:35]3[CH:40]=[CH:39][CH:38]=[CH:37][CH:36]=3)=[O:32])=[C:25]([CH2:41][CH2:42][CH2:43][CH3:44])[CH:24]=2)[C:12](=[O:13])[CH:11]([NH:14][C:15]([O:17][C:18]([CH3:21])([CH3:20])[CH3:19])=[O:16])[CH2:10][S:9][CH2:8]1)=O)C=C.N1CCOCC1, predict the reaction product. The product is: [C:18]([O:17][C:15](=[O:16])[NH:14][C@@H:11]1[C:12](=[O:13])[C@H:7]([CH2:22][C:23]2[CH:28]=[C:27]([F:29])[C:26]([NH:30][C:31]([O:33][CH2:34][C:35]3[CH:40]=[CH:39][CH:38]=[CH:37][CH:36]=3)=[O:32])=[C:25]([CH2:41][CH2:42][CH2:43][CH3:44])[CH:24]=2)[CH2:8][S:9][CH2:10]1)([CH3:21])([CH3:20])[CH3:19]. (5) Given the reactants [Cl:1][C:2]1[CH:19]=[CH:18][C:5]([C:6]([NH:8][C:9]2[CH:17]=[CH:16][C:12]([C:13]([OH:15])=[O:14])=[CH:11][CH:10]=2)=[O:7])=[CH:4][C:3]=1[NH:20][S:21]([C:24]1[CH:29]=[C:28]([O:30][CH3:31])[CH:27]=[CH:26][C:25]=1[O:32][CH3:33])(=[O:23])=[O:22].CO[C:36]1C=CC(OC)=C[C:37]=1S(Cl)(=O)=O, predict the reaction product. The product is: [CH2:36]([O:14][C:13](=[O:15])[C:12]1[CH:16]=[CH:17][C:9]([NH:8][C:6](=[O:7])[C:5]2[CH:18]=[CH:19][C:2]([Cl:1])=[C:3]([NH:20][S:21]([C:24]3[CH:29]=[C:28]([O:30][CH3:31])[CH:27]=[CH:26][C:25]=3[O:32][CH3:33])(=[O:23])=[O:22])[CH:4]=2)=[CH:10][CH:11]=1)[CH3:37]. (6) Given the reactants Cl[C:2]1[N:3]([CH2:10][C@H:11]([OH:26])[CH2:12][N:13]2[CH2:18][CH2:17][N:16]([C:19]([O:21][C:22]([CH3:25])([CH3:24])[CH3:23])=[O:20])[CH2:15][CH2:14]2)[CH:4]=[C:5]([N+:7]([O-:9])=[O:8])[N:6]=1.[H-].[Na+], predict the reaction product. The product is: [N+:7]([C:5]1[N:6]=[C:2]2[N:3]([CH:4]=1)[CH2:10][C@@H:11]([CH2:12][N:13]1[CH2:18][CH2:17][N:16]([C:19]([O:21][C:22]([CH3:25])([CH3:24])[CH3:23])=[O:20])[CH2:15][CH2:14]1)[O:26]2)([O-:9])=[O:8].